This data is from Forward reaction prediction with 1.9M reactions from USPTO patents (1976-2016). The task is: Predict the product of the given reaction. (1) The product is: [CH:1]([C:3]1[CH:8]=[CH:7][CH:6]=[CH:5][C:4]=1[CH:9]=[CH2:10])=[CH2:2].[CH:1]([C:3]1[CH:8]=[CH:7][CH:6]=[CH:5][C:4]=1[OH:13])=[CH2:2]. Given the reactants [CH:1]([C:3]1[CH:8]=[CH:7][CH:6]=[CH:5][C:4]=1[CH:9]=[CH2:10])=[CH2:2].C(OC1C=CC(C=C)=CC=1)(=[O:13])C, predict the reaction product. (2) Given the reactants Br[C:2]1[CH:3]=[C:4]([C:8]2([C:18]3[CH:23]=[C:22]([CH3:24])[N:21]=[C:20]([CH:25]([F:27])[F:26])[CH:19]=3)[C:16]3[C:11](=[N:12][CH:13]=[CH:14][CH:15]=3)[C:10]([NH2:17])=[N:9]2)[CH:5]=[CH:6][CH:7]=1.[N:28]1[CH:33]=[C:32](B(O)O)[CH:31]=[N:30][CH:29]=1.C(=O)([O-])[O-].[Na+].[Na+], predict the reaction product. The product is: [F:27][CH:25]([F:26])[C:20]1[CH:19]=[C:18]([C:8]2([C:4]3[CH:5]=[CH:6][CH:7]=[C:2]([C:32]4[CH:33]=[N:28][CH:29]=[N:30][CH:31]=4)[CH:3]=3)[C:16]3[C:11](=[N:12][CH:13]=[CH:14][CH:15]=3)[C:10]([NH2:17])=[N:9]2)[CH:23]=[C:22]([CH3:24])[N:21]=1. (3) Given the reactants [Cl:1][C:2]1[CH:3]=[C:4]([C:9]2([CH2:24][OH:25])[O:15][CH2:14][CH2:13][N:12]([C:16]([O:18][C:19]([CH3:22])([CH3:21])[CH3:20])=[O:17])[CH2:11][C:10]2=[O:23])[CH:5]=[CH:6][C:7]=1[Cl:8].N1C=CN=C1.[C:31]([Si:35]([CH3:38])([CH3:37])Cl)([CH3:34])([CH3:33])[CH3:32], predict the reaction product. The product is: [Si:35]([O:25][CH2:24][C:9]1([C:4]2[CH:5]=[CH:6][C:7]([Cl:8])=[C:2]([Cl:1])[CH:3]=2)[O:15][CH2:14][CH2:13][N:12]([C:16]([O:18][C:19]([CH3:20])([CH3:21])[CH3:22])=[O:17])[CH2:11][C:10]1=[O:23])([C:31]([CH3:34])([CH3:33])[CH3:32])([CH3:38])[CH3:37]. (4) Given the reactants C(Cl)(=O)C(Cl)=O.CS(C)=O.[OH:11][CH:12]1[CH2:16][N:15]([C:17]([O:19][C:20]([CH3:23])([CH3:22])[CH3:21])=[O:18])[C:14]([CH3:30])([C:24]2[CH:29]=[CH:28][CH:27]=[CH:26][CH:25]=2)[CH2:13]1.CCN(CC)CC, predict the reaction product. The product is: [CH3:30][C:14]1([C:24]2[CH:29]=[CH:28][CH:27]=[CH:26][CH:25]=2)[CH2:13][C:12](=[O:11])[CH2:16][N:15]1[C:17]([O:19][C:20]([CH3:21])([CH3:22])[CH3:23])=[O:18]. (5) Given the reactants [Cl:1][C:2]1[CH:11]=[C:10]([N+:12]([O-:14])=[O:13])[CH:9]=[CH:8][C:3]=1[C:4](OC)=[O:5].CC(C)C[AlH]CC(C)C, predict the reaction product. The product is: [Cl:1][C:2]1[CH:11]=[C:10]([N+:12]([O-:14])=[O:13])[CH:9]=[CH:8][C:3]=1[CH2:4][OH:5]. (6) Given the reactants [H-].[Al+3].[Li+].[H-].[H-].[H-].[CH2:7]([N:14]1[CH2:18][C@H:17]([CH3:19])[C@H:16]([C:20]#[N:21])[CH2:15]1)[C:8]1[CH:13]=[CH:12][CH:11]=[CH:10][CH:9]=1.C(=O)(O)[O-].[Na+], predict the reaction product. The product is: [CH2:7]([N:14]1[CH2:18][C@H:17]([CH3:19])[C@H:16]([CH2:20][NH2:21])[CH2:15]1)[C:8]1[CH:13]=[CH:12][CH:11]=[CH:10][CH:9]=1. (7) Given the reactants C1COCC1.I[C:7]1[C:15]2[C:10](=[CH:11][C:12]([C:16]([O:18][CH3:19])=[O:17])=[CH:13][CH:14]=2)[N:9]([CH3:20])[N:8]=1.[C:21]1(OB(O)O)[CH:26]=[CH:25][CH:24]=[CH:23][CH:22]=1.C([O-])([O-])=O.[K+].[K+], predict the reaction product. The product is: [CH3:20][N:9]1[C:10]2[C:15](=[CH:14][CH:13]=[C:12]([C:16]([O:18][CH3:19])=[O:17])[CH:11]=2)[C:7]([C:21]2[CH:26]=[CH:25][CH:24]=[CH:23][CH:22]=2)=[N:8]1. (8) The product is: [Cl:12][C:9]1[CH:10]=[CH:11][C:6]([NH:5][C:25]([NH:24][C:18]2[CH:23]=[CH:22][CH:21]=[CH:20][CH:19]=2)=[O:26])=[C:7]([OH:17])[C:8]=1[S:13]([NH2:16])(=[O:15])=[O:14]. Given the reactants NC(N)=O.[NH2:5][C:6]1[C:7]([OH:17])=[C:8]([S:13]([NH2:16])(=[O:15])=[O:14])[C:9]([Cl:12])=[CH:10][CH:11]=1.[C:18]1([N:24]=[C:25]=[O:26])[CH:23]=[CH:22][CH:21]=[CH:20][CH:19]=1, predict the reaction product.